This data is from Reaction yield outcomes from USPTO patents with 853,638 reactions. The task is: Predict the reaction yield, written as a fraction of the theoretical maximum amount of product (1.0 means a 100% yield; for example, 0.34 means a 34% yield). The reactants are C([O:14][C:15]([C:17]1([O:20]/[N:21]=[C:22](/[C:58]2[N:59]=[C:60]([NH:63]C(OC(C)(C)C)=O)[S:61][CH:62]=2)\[C:23]([NH:25][C@@H:26]2[C:29](=[O:30])[N:28]([S:31]([O-:34])(=[O:33])=[O:32])[C@@H:27]2[CH2:35][N:36]2[N:40]=[C:39]([CH2:41][N:42](C(OC(C)(C)C)=O)[CH2:43][C:44]3[CH:45]=[N+:46]([CH3:50])[CH:47]=[CH:48][CH:49]=3)[CH:38]=[N:37]2)=[O:24])[CH2:19][CH2:18]1)=[O:16])(C1C=CC=CC=1)C1C=CC=CC=1.C(O)(C(F)(F)F)=O. The catalyst is C(Cl)Cl. The product is [NH2:63][C:60]1[S:61][CH:62]=[C:58](/[C:22](=[N:21]/[O:20][C:17]2([C:15]([OH:16])=[O:14])[CH2:18][CH2:19]2)/[C:23]([NH:25][C@@H:26]2[C:29](=[O:30])[N:28]([S:31]([O-:34])(=[O:32])=[O:33])[C@@H:27]2[CH2:35][N:36]2[N:40]=[C:39]([CH2:41][NH:42][CH2:43][C:44]3[CH:45]=[N+:46]([CH3:50])[CH:47]=[CH:48][CH:49]=3)[CH:38]=[N:37]2)=[O:24])[N:59]=1. The yield is 0.350.